Task: Predict the reactants needed to synthesize the given product.. Dataset: Full USPTO retrosynthesis dataset with 1.9M reactions from patents (1976-2016) (1) Given the product [C:21]([CH2:2][C:3]1[CH:20]=[CH:19][C:6]2[CH2:7][CH2:8][N:9]([C:12]([O:14][C:15]([CH3:18])([CH3:17])[CH3:16])=[O:13])[CH2:10][CH2:11][C:5]=2[CH:4]=1)#[N:22], predict the reactants needed to synthesize it. The reactants are: Br[CH2:2][C:3]1[CH:20]=[CH:19][C:6]2[CH2:7][CH2:8][N:9]([C:12]([O:14][C:15]([CH3:18])([CH3:17])[CH3:16])=[O:13])[CH2:10][CH2:11][C:5]=2[CH:4]=1.[C-:21]#[N:22].[Na+]. (2) Given the product [N:1]1([C:5]2[CH:10]=[C:9]([CH2:11][O:12][CH2:13][C:14]([F:17])([F:16])[F:15])[N:8]=[C:7]([NH:24][C:23]3[CH:25]=[CH:26][C:27]([N:28]4[CH:32]=[C:31]([CH3:33])[N:30]=[CH:29]4)=[C:21]([O:20][CH3:19])[CH:22]=3)[N:6]=2)[CH2:4][CH2:3][CH2:2]1, predict the reactants needed to synthesize it. The reactants are: [N:1]1([C:5]2[CH:10]=[C:9]([CH2:11][O:12][CH2:13][C:14]([F:17])([F:16])[F:15])[N:8]=[C:7](Cl)[N:6]=2)[CH2:4][CH2:3][CH2:2]1.[CH3:19][O:20][C:21]1[CH:22]=[C:23]([CH:25]=[CH:26][C:27]=1[N:28]1[CH:32]=[C:31]([CH3:33])[N:30]=[CH:29]1)[NH2:24].C(=O)([O-])[O-].[Cs+].[Cs+].C1(P(C2CCCCC2)C2C=CC=CC=2C2C=CC=CC=2)CCCCC1. (3) Given the product [NH2:20][CH2:21][C:22]1[CH:27]=[C:26]([F:28])[CH:25]=[CH:24][C:23]=1[C:2]1[CH:11]=[CH:10][C:9]2[N:8]=[C:7]([NH2:12])[C:6]3[N:13]=[C:14]([CH2:16][CH2:17][CH3:18])[S:15][C:5]=3[C:4]=2[CH:3]=1, predict the reactants needed to synthesize it. The reactants are: Br[C:2]1[CH:11]=[CH:10][C:9]2[N:8]=[C:7]([NH2:12])[C:6]3[N:13]=[C:14]([CH2:16][CH2:17][CH3:18])[S:15][C:5]=3[C:4]=2[CH:3]=1.Cl.[NH2:20][CH2:21][C:22]1[CH:27]=[C:26]([F:28])[CH:25]=[CH:24][C:23]=1B(O)O.C(=O)([O-])[O-].[Na+].[Na+].